Dataset: Full USPTO retrosynthesis dataset with 1.9M reactions from patents (1976-2016). Task: Predict the reactants needed to synthesize the given product. (1) Given the product [CH3:1][C:2]1[CH:7]=[CH:6][N:5]=[C:4]([C:8]2[CH:9]=[C:10]([NH:14][C:15]([C:17]3([NH2:23])[CH2:18][CH2:19][N:20]([C:29]4[C:28]5[CH:24]=[CH:25][NH:26][C:27]=5[N:32]=[CH:31][N:30]=4)[CH2:21][CH2:22]3)=[O:16])[CH:11]=[CH:12][CH:13]=2)[CH:3]=1, predict the reactants needed to synthesize it. The reactants are: [CH3:1][C:2]1[CH:7]=[CH:6][N:5]=[C:4]([C:8]2[CH:9]=[C:10]([NH:14][C:15]([C:17]3([NH2:23])[CH2:22][CH2:21][NH:20][CH2:19][CH2:18]3)=[O:16])[CH:11]=[CH:12][CH:13]=2)[CH:3]=1.[CH:24]1[C:28]2[C:29](Cl)=[N:30][CH:31]=[N:32][C:27]=2[NH:26][CH:25]=1. (2) The reactants are: [F:1][C:2]1[CH:7]=[C:6]([I:8])[CH:5]=[CH:4][C:3]=1[NH:9][C:10]1[C:18]([C:19]([OH:21])=O)=[CH:17][CH:16]=[C:15]2[C:11]=1[CH:12]=[N:13][NH:14]2.C1C=CC2[N:30]([OH:31])N=NC=2C=1.CCN=C=N[CH2:37][CH2:38][CH2:39]N(C)C.CCN([CH:49]([CH3:51])C)C(C)C.CN(C=[O:56])C. Given the product [O:56]1[CH2:37][CH2:38][CH:39]([O:31][NH:30][C:19]([C:18]2[C:10]([NH:9][C:3]3[CH:4]=[CH:5][C:6]([I:8])=[CH:7][C:2]=3[F:1])=[C:11]3[C:15](=[CH:16][CH:17]=2)[NH:14][N:13]=[CH:12]3)=[O:21])[CH2:51][CH2:49]1, predict the reactants needed to synthesize it. (3) Given the product [OH:2][C:3]1[CH:4]=[CH:5][C:6]([C:9]2([C:17]3[CH:22]=[CH:21][N:20]=[C:19]([C:23]4[CH:24]=[C:25]([CH:28]=[CH:29][CH:30]=4)[C:26]#[N:27])[CH:18]=3)[C:13](=[O:14])[N:12]([CH3:15])[C:11](=[S:16])[NH:10]2)=[CH:7][CH:8]=1, predict the reactants needed to synthesize it. The reactants are: C[O:2][C:3]1[CH:8]=[CH:7][C:6]([C:9]2([C:17]3[CH:22]=[CH:21][N:20]=[C:19]([C:23]4[CH:24]=[C:25]([CH:28]=[CH:29][CH:30]=4)[C:26]#[N:27])[CH:18]=3)[C:13](=[O:14])[N:12]([CH3:15])[C:11](=[S:16])[NH:10]2)=[CH:5][CH:4]=1.B(Br)(Br)Br. (4) Given the product [F:1][C:2]1[CH:3]=[CH:4][C:5]([N:8]([CH2:9][C:10]([O:12][CH2:13][CH3:14])=[O:11])[C:15](=[O:17])[CH3:16])=[CH:6][CH:7]=1, predict the reactants needed to synthesize it. The reactants are: [F:1][C:2]1[CH:7]=[CH:6][C:5]([NH:8][CH2:9][C:10]([O:12][CH2:13][CH3:14])=[O:11])=[CH:4][CH:3]=1.[C:15](Cl)(=[O:17])[CH3:16].O. (5) Given the product [CH3:1][CH2:2][C@:3]1([C@@H:31]2[O:35][C@@H:34]([C@H:36]3[O:41][C@@:40]([OH:44])([CH2:42][OH:43])[C@H:39]([CH3:45])[CH2:38][C@@H:37]3[CH3:46])[CH2:33][C@@H:32]2[CH3:47])[O:7][C@@H:6]([C@@:8]2([CH3:30])[O:12][C@:11]3([O:17][C@H:16]([C@H:18]([C@@H:20]([O:26][CH3:27])[C@@H:21]([C:23]([O:25][CH2:57][C:58]4[CH:63]=[CH:62][CH:61]=[CH:60][CH:59]=4)=[O:24])[CH3:22])[CH3:19])[C@H:15]([CH3:28])[C@@H:14]([OH:29])[CH2:13]3)[CH2:10][CH2:9]2)[CH2:5][CH2:4]1, predict the reactants needed to synthesize it. The reactants are: [CH3:1][CH2:2][C@:3]1([C@@H:31]2[O:35][C@@H:34]([C@H:36]3[O:41][C@@:40]([OH:44])([CH2:42][OH:43])[C@H:39]([CH3:45])[CH2:38][C@@H:37]3[CH3:46])[CH2:33][C@@H:32]2[CH3:47])[O:7][C@@H:6]([C@@:8]2([CH3:30])[O:12][C@:11]3([O:17][C@H:16]([C@H:18]([C@@H:20]([O:26][CH3:27])[C@@H:21]([C:23]([O-:25])=[O:24])[CH3:22])[CH3:19])[C@H:15]([CH3:28])[C@@H:14]([OH:29])[CH2:13]3)[CH2:10][CH2:9]2)[CH2:5][CH2:4]1.[Na+].N12CCC(CC1)CN2.[CH2:57](Br)[C:58]1[CH:63]=[CH:62][CH:61]=[CH:60][CH:59]=1. (6) Given the product [CH2:1]([CH:5]1[S:10][C:9]2[CH:11]=[CH:12][CH:13]=[CH:14][C:8]=2[N:7]([CH2:15][C:16]([NH:20][C:21]2[CH:22]=[C:23]3[C:27](=[CH:28][CH:29]=2)[CH2:26][C:25]2([C:33](=[O:34])[NH:32][C:31](=[O:35])[NH:30]2)[CH2:24]3)=[O:18])[C:6]1=[O:19])[CH2:2][CH2:3][CH3:4], predict the reactants needed to synthesize it. The reactants are: [CH2:1]([CH:5]1[S:10][C:9]2[CH:11]=[CH:12][CH:13]=[CH:14][C:8]=2[N:7]([CH2:15][C:16]([OH:18])=O)[C:6]1=[O:19])[CH2:2][CH2:3][CH3:4].[NH2:20][C:21]1[CH:22]=[C:23]2[C:27](=[CH:28][CH:29]=1)[CH2:26][C:25]1([C:33](=[O:34])[NH:32][C:31](=[O:35])[NH:30]1)[CH2:24]2.CCN(C(C)C)C(C)C.CN(C(ON1N=NC2C=CC=NC1=2)=[N+](C)C)C.F[P-](F)(F)(F)(F)F. (7) Given the product [CH3:1][O:2][CH2:3][CH2:4][O:5][C:6]1[CH:7]=[C:8]2[C:12](=[C:13]([N:15]([CH3:24])[S:16]([C:19]3[S:20][CH:21]=[CH:22][CH:23]=3)(=[O:17])=[O:18])[CH:14]=1)[NH:11][C:10]([C:25]([NH2:30])=[O:26])=[CH:9]2, predict the reactants needed to synthesize it. The reactants are: [CH3:1][O:2][CH2:3][CH2:4][O:5][C:6]1[CH:7]=[C:8]2[C:12](=[C:13]([N:15]([CH3:24])[S:16]([C:19]3[S:20][CH:21]=[CH:22][CH:23]=3)(=[O:18])=[O:17])[CH:14]=1)[NH:11][C:10]([C:25](O)=[O:26])=[CH:9]2.Cl.C[N:30](C)CCCN=C=NCC.CN(C)C=O. (8) The reactants are: [CH3:1][O:2][C:3]1[CH:11]=[C:10]2[C:6]([C:7]([C:18]([C:20]3[CH:21]=[C:22]([CH:28]=[CH:29][CH:30]=3)[C:23]([O:25][CH2:26][CH3:27])=[O:24])=O)=[C:8]([C:12]3[CH:13]=[N:14][CH:15]=[CH:16][CH:17]=3)[NH:9]2)=[CH:5][CH:4]=1.C(O)C. Given the product [CH3:1][O:2][C:3]1[CH:11]=[C:10]2[C:6]([C:7]([CH2:18][C:20]3[CH:21]=[C:22]([CH:28]=[CH:29][CH:30]=3)[C:23]([O:25][CH2:26][CH3:27])=[O:24])=[C:8]([C:12]3[CH:13]=[N:14][CH:15]=[CH:16][CH:17]=3)[NH:9]2)=[CH:5][CH:4]=1, predict the reactants needed to synthesize it. (9) Given the product [S:10]1[CH:14]=[CH:13][N:12]=[C:11]1[C:2]1[CH:9]=[CH:8][C:5]([CH:6]=[O:7])=[CH:4][CH:3]=1, predict the reactants needed to synthesize it. The reactants are: Br[C:2]1[CH:9]=[CH:8][C:5]([CH:6]=[O:7])=[CH:4][CH:3]=1.[S:10]1[CH:14]=[CH:13][N:12]=[C:11]1B(O)O.